This data is from Full USPTO retrosynthesis dataset with 1.9M reactions from patents (1976-2016). The task is: Predict the reactants needed to synthesize the given product. (1) Given the product [CH2:27]([O:34][C:35]1[C:40]([C:2]2[C:3]([C:25]#[N:26])=[C:4]([C:12]#[C:13][C:14]3[CH:15]=[CH:16][C:17]([NH:20][S:21]([CH3:24])(=[O:22])=[O:23])=[CH:18][CH:19]=3)[CH:5]=[C:6]([C:8]([CH3:10])([CH3:11])[CH3:9])[CH:7]=2)=[CH:39][CH:38]=[CH:37][N:36]=1)[C:28]1[CH:29]=[CH:30][CH:31]=[CH:32][CH:33]=1, predict the reactants needed to synthesize it. The reactants are: Br[C:2]1[C:3]([C:25]#[N:26])=[C:4]([C:12]#[C:13][C:14]2[CH:19]=[CH:18][C:17]([NH:20][S:21]([CH3:24])(=[O:23])=[O:22])=[CH:16][CH:15]=2)[CH:5]=[C:6]([C:8]([CH3:11])([CH3:10])[CH3:9])[CH:7]=1.[CH2:27]([O:34][C:35]1[C:40](B(O)O)=[CH:39][CH:38]=[CH:37][N:36]=1)[C:28]1[CH:33]=[CH:32][CH:31]=[CH:30][CH:29]=1.C([O-])([O-])=O.[Na+].[Na+]. (2) Given the product [F:22][C:23]([F:36])([F:35])[S:24]([O:1][C:2]1[CH:11]=[C:10]2[C:5]([CH:6]=[CH:7][C:8]([C:12]([O:14][CH3:15])=[O:13])=[CH:9]2)=[CH:4][CH:3]=1)(=[O:26])=[O:25], predict the reactants needed to synthesize it. The reactants are: [OH:1][C:2]1[CH:11]=[C:10]2[C:5]([CH:6]=[CH:7][C:8]([C:12]([O:14][CH3:15])=[O:13])=[CH:9]2)=[CH:4][CH:3]=1.N1C=CC=CC=1.[F:22][C:23]([F:36])([F:35])[S:24](O[S:24]([C:23]([F:36])([F:35])[F:22])(=[O:26])=[O:25])(=[O:26])=[O:25]. (3) Given the product [O:40]=[S:2]1(=[O:1])[CH2:6][CH2:5][CH2:4][CH:3]1[C:7]1[CH:39]=[CH:38][C:10]2[NH:11][C:12]([C:17]3[C:18](=[O:37])[N:19]([CH2:29][C:30]4[CH:31]=[CH:32][C:33]([F:36])=[CH:34][CH:35]=4)[C@@H:20]4[C@H:25]([C:26]=3[OH:27])[C@@H:24]3[CH2:28][C@H:21]4[CH2:22][CH2:23]3)=[N:13][S:14](=[O:15])(=[O:16])[C:9]=2[CH:8]=1.[O:40]=[S:2]1(=[O:1])[CH2:6][CH2:5][CH2:4][CH:3]1[C:7]1[CH:39]=[CH:38][C:10]2[NH:11][C:12]([C@@:21]34[CH2:28][C@H:24]([CH2:23][CH2:22]3)[C@@H:25]3[C@@H:20]4[N:19]([CH2:29][C:30]4[CH:35]=[CH:34][C:33]([F:36])=[CH:32][CH:31]=4)[C:18](=[O:37])[CH:17]=[C:26]3[OH:27])=[N:13][S:14](=[O:15])(=[O:16])[C:9]=2[CH:8]=1, predict the reactants needed to synthesize it. The reactants are: [O:1]=[S:2]1(=[O:40])[CH2:6][CH2:5][CH:4]=[C:3]1[C:7]1[CH:39]=[CH:38][C:10]2[NH:11][C:12]([C:17]3[C:18](=[O:37])[N:19]([CH2:29][C:30]4[CH:35]=[CH:34][C:33]([F:36])=[CH:32][CH:31]=4)[C@@H:20]4[C@H:25]([C:26]=3[OH:27])[C@@H:24]3[CH2:28][C@H:21]4[CH2:22][CH2:23]3)=[N:13][S:14](=[O:16])(=[O:15])[C:9]=2[CH:8]=1.